From a dataset of NCI-60 drug combinations with 297,098 pairs across 59 cell lines. Regression. Given two drug SMILES strings and cell line genomic features, predict the synergy score measuring deviation from expected non-interaction effect. Drug 1: C1CCC(C1)C(CC#N)N2C=C(C=N2)C3=C4C=CNC4=NC=N3. Drug 2: CC1C(C(CC(O1)OC2CC(OC(C2O)C)OC3=CC4=CC5=C(C(=O)C(C(C5)C(C(=O)C(C(C)O)O)OC)OC6CC(C(C(O6)C)O)OC7CC(C(C(O7)C)O)OC8CC(C(C(O8)C)O)(C)O)C(=C4C(=C3C)O)O)O)O. Cell line: MDA-MB-231. Synergy scores: CSS=6.43, Synergy_ZIP=-2.29, Synergy_Bliss=-3.54, Synergy_Loewe=-3.08, Synergy_HSA=-3.41.